Dataset: Catalyst prediction with 721,799 reactions and 888 catalyst types from USPTO. Task: Predict which catalyst facilitates the given reaction. (1) Reactant: [F:1][C:2]1[CH:3]=[C:4]([C:9]2[O:10][C:11]3[CH:16]=[C:15]([O:17][CH2:18][C@@H:19]([NH:21][C:22](=[O:24])[CH3:23])[CH3:20])[N:14]=[CH:13][C:12]=3[N:25]=2)[CH:5]=[CH:6][C:7]=1[OH:8].CS(O[CH2:31][CH2:32][CH:33]1[CH2:35][C:34]1([F:37])[F:36])(=O)=O.C(=O)([O-])[O-].[K+].[K+].CN(C=O)C. Product: [F:36][C:34]1([F:37])[CH2:35][CH:33]1[CH2:32][CH2:31][O:8][C:7]1[CH:6]=[CH:5][C:4]([C:9]2[O:10][C:11]3[CH:16]=[C:15]([O:17][CH2:18][C@@H:19]([NH:21][C:22](=[O:24])[CH3:23])[CH3:20])[N:14]=[CH:13][C:12]=3[N:25]=2)=[CH:3][C:2]=1[F:1]. The catalyst class is: 6. (2) Reactant: [Br:1][C:2]1[CH:7]=[C:6]([O:8]C)[CH:5]=[CH:4][C:3]=1[Cl:10].[C:11](Cl)(=[O:13])[CH3:12].[Cl-].[Cl-].[Cl-].[Al+3]. Product: [Br:1][C:2]1[C:3]([Cl:10])=[CH:4][C:5]([C:11](=[O:13])[CH3:12])=[C:6]([OH:8])[CH:7]=1. The catalyst class is: 534.